Dataset: Merck oncology drug combination screen with 23,052 pairs across 39 cell lines. Task: Regression. Given two drug SMILES strings and cell line genomic features, predict the synergy score measuring deviation from expected non-interaction effect. (1) Drug 1: Cn1nnc2c(C(N)=O)ncn2c1=O. Drug 2: CCc1c2c(nc3ccc(O)cc13)-c1cc3c(c(=O)n1C2)COC(=O)C3(O)CC. Cell line: HT144. Synergy scores: synergy=-35.9. (2) Drug 1: NC1(c2ccc(-c3nc4ccn5c(=O)[nH]nc5c4cc3-c3ccccc3)cc2)CCC1. Drug 2: O=C(NOCC(O)CO)c1ccc(F)c(F)c1Nc1ccc(I)cc1F. Cell line: VCAP. Synergy scores: synergy=-24.0. (3) Drug 1: CS(=O)(=O)CCNCc1ccc(-c2ccc3ncnc(Nc4ccc(OCc5cccc(F)c5)c(Cl)c4)c3c2)o1. Drug 2: CNC(=O)c1cc(Oc2ccc(NC(=O)Nc3ccc(Cl)c(C(F)(F)F)c3)cc2)ccn1. Cell line: HCT116. Synergy scores: synergy=19.3. (4) Cell line: DLD1. Drug 1: Cn1c(=O)n(-c2ccc(C(C)(C)C#N)cc2)c2c3cc(-c4cnc5ccccc5c4)ccc3ncc21. Drug 2: CCc1cnn2c(NCc3ccc[n+]([O-])c3)cc(N3CCCCC3CCO)nc12. Synergy scores: synergy=8.33. (5) Synergy scores: synergy=13.2. Drug 1: CCC1=CC2CN(C1)Cc1c([nH]c3ccccc13)C(C(=O)OC)(c1cc3c(cc1OC)N(C)C1C(O)(C(=O)OC)C(OC(C)=O)C4(CC)C=CCN5CCC31C54)C2. Cell line: COLO320DM. Drug 2: NC1(c2ccc(-c3nc4ccn5c(=O)[nH]nc5c4cc3-c3ccccc3)cc2)CCC1. (6) Drug 1: CC(C)CC(NC(=O)C(Cc1ccccc1)NC(=O)c1cnccn1)B(O)O. Drug 2: Cc1nc(Nc2ncc(C(=O)Nc3c(C)cccc3Cl)s2)cc(N2CCN(CCO)CC2)n1. Cell line: MDAMB436. Synergy scores: synergy=9.45. (7) Drug 1: CS(=O)(=O)CCNCc1ccc(-c2ccc3ncnc(Nc4ccc(OCc5cccc(F)c5)c(Cl)c4)c3c2)o1. Drug 2: CC(C)CC(NC(=O)C(Cc1ccccc1)NC(=O)c1cnccn1)B(O)O. Cell line: SW620. Synergy scores: synergy=17.7.